From a dataset of NCI-60 drug combinations with 297,098 pairs across 59 cell lines. Regression. Given two drug SMILES strings and cell line genomic features, predict the synergy score measuring deviation from expected non-interaction effect. (1) Drug 1: C1CCC(C1)C(CC#N)N2C=C(C=N2)C3=C4C=CNC4=NC=N3. Drug 2: C1=CC(=C2C(=C1NCCNCCO)C(=O)C3=C(C=CC(=C3C2=O)O)O)NCCNCCO. Cell line: SW-620. Synergy scores: CSS=48.2, Synergy_ZIP=5.87, Synergy_Bliss=5.23, Synergy_Loewe=-6.06, Synergy_HSA=5.19. (2) Drug 1: C1=NC2=C(N1)C(=S)N=C(N2)N. Drug 2: C(CC(=O)O)C(=O)CN.Cl. Cell line: TK-10. Synergy scores: CSS=28.2, Synergy_ZIP=-8.80, Synergy_Bliss=-0.127, Synergy_Loewe=-16.5, Synergy_HSA=-0.0440. (3) Drug 1: C1CCC(C(C1)N)N.C(=O)(C(=O)[O-])[O-].[Pt+4]. Drug 2: C1C(C(OC1N2C=NC3=C2NC=NCC3O)CO)O. Cell line: SF-295. Synergy scores: CSS=31.1, Synergy_ZIP=-1.50, Synergy_Bliss=1.61, Synergy_Loewe=-2.71, Synergy_HSA=0.0898. (4) Drug 1: C1=NC2=C(N=C(N=C2N1C3C(C(C(O3)CO)O)F)Cl)N. Drug 2: C1CN(CCN1C(=O)CCBr)C(=O)CCBr. Cell line: MALME-3M. Synergy scores: CSS=7.54, Synergy_ZIP=-1.81, Synergy_Bliss=-1.15, Synergy_Loewe=-0.392, Synergy_HSA=-0.785.